Dataset: Forward reaction prediction with 1.9M reactions from USPTO patents (1976-2016). Task: Predict the product of the given reaction. (1) Given the reactants [CH2:1]([C:8]1[C:13]([O:14]COC)=[CH:12][CH:11]=[CH:10][C:9]=1[O:18]COC)[C:2]1[CH:7]=[CH:6][CH:5]=[CH:4][CH:3]=1.Cl.O, predict the reaction product. The product is: [CH2:1]([C:8]1[C:9]([OH:18])=[CH:10][CH:11]=[CH:12][C:13]=1[OH:14])[C:2]1[CH:3]=[CH:4][CH:5]=[CH:6][CH:7]=1. (2) Given the reactants [CH:1]1[C:11]2[CH2:10][CH2:9][C:8]3[CH:12]=[CH:13][CH:14]=[CH:15][C:7]=3[C:6](=[CH:16][CH2:17][O:18][C:19]3[CH:24]=[CH:23][C:22]([CH2:25][CH:26]([O:32][CH2:33][CH3:34])[C:27]([O:29]CC)=[O:28])=[CH:21][CH:20]=3)[C:5]=2[CH:4]=[CH:3][CH:2]=1.[OH-].[Na+], predict the reaction product. The product is: [CH:1]1[C:11]2[CH2:10][CH2:9][C:8]3[CH:12]=[CH:13][CH:14]=[CH:15][C:7]=3[C:6](=[CH:16][CH2:17][O:18][C:19]3[CH:20]=[CH:21][C:22]([CH2:25][CH:26]([O:32][CH2:33][CH3:34])[C:27]([OH:29])=[O:28])=[CH:23][CH:24]=3)[C:5]=2[CH:4]=[CH:3][CH:2]=1. (3) Given the reactants [CH3:1][N:2]1[C:7]2=[CH:8][N:9]([CH2:17][CH2:18][C:19](O)=[O:20])[C:10]([C:11]3[CH:16]=[CH:15][CH:14]=[CH:13][CH:12]=3)=[C:6]2[C:5](=[O:22])[N:4]([CH3:23])[C:3]1=[O:24].CCCP(=O)=O, predict the reaction product. The product is: [CH3:1][N:2]1[C:7]2=[C:8]3[N:9]([C:10]([C:11]4[CH:12]=[CH:13][CH:14]=[CH:15][CH:16]=4)=[C:6]2[C:5](=[O:22])[N:4]([CH3:23])[C:3]1=[O:24])[CH2:17][CH2:18][C:19]3=[O:20]. (4) Given the reactants Br[C:2]1[CH:8]=[C:7]([O:9][C:10]([F:13])([F:12])[F:11])[CH:6]=[CH:5][C:3]=1[NH2:4].C(N(CC)CC)C.CC1C=CC=CC=1P(C1C=CC=CC=1C)C1C=CC=CC=1C.[C:43]([O:47][CH2:48][CH3:49])(=[O:46])[CH:44]=[CH2:45], predict the reaction product. The product is: [NH2:4][C:3]1[CH:5]=[CH:6][C:7]([O:9][C:10]([F:13])([F:12])[F:11])=[CH:8][C:2]=1/[CH:45]=[CH:44]/[C:43]([O:47][CH2:48][CH3:49])=[O:46]. (5) Given the reactants [NH2:1][C:2]1[C:7]2[C:8]([C:11]3[CH:16]=[CH:15][CH:14]=[CH:13][CH:12]=3)=[CH:9][S:10][C:6]=2[C:5](/[CH:17]=[CH:18]/[C:19]([OH:21])=O)=[CH:4][N:3]=1.Cl.CN.C1C=CC2N(O)N=[N:31][C:29]=2C=1.CN1CCOCC1.CCN=C=NCCCN(C)C, predict the reaction product. The product is: [NH2:1][C:2]1[C:7]2[C:8]([C:11]3[CH:16]=[CH:15][CH:14]=[CH:13][CH:12]=3)=[CH:9][S:10][C:6]=2[C:5](/[CH:17]=[CH:18]/[C:19]([NH:31][CH3:29])=[O:21])=[CH:4][N:3]=1. (6) Given the reactants [Br:1][C:2]1[CH:3]=[C:4]([CH:8]=O)[CH:5]=[N:6][CH:7]=1.[BH-](OC(C)=O)(OC(C)=O)OC(C)=O.[Na+].[NH:24]1[CH2:29][CH2:28][CH2:27][CH2:26][CH2:25]1, predict the reaction product. The product is: [Br:1][C:2]1[CH:7]=[N:6][CH:5]=[C:4]([CH2:8][N:24]2[CH2:29][CH2:28][CH2:27][CH2:26][CH2:25]2)[CH:3]=1.